Dataset: Full USPTO retrosynthesis dataset with 1.9M reactions from patents (1976-2016). Task: Predict the reactants needed to synthesize the given product. The reactants are: [CH2:1]([C@:3]1([CH2:29][CH2:30][CH2:31][CH2:32][B:33]2[O:37][C:36]([CH3:39])([CH3:38])[C:35]([CH3:41])([CH3:40])[O:34]2)[C:8](=[O:9])[O:7][C@@H:6](C2C=CC=CC=2)[C@@H](C2C=CC=CC=2)[N:4]1[C:22]([O:24][C:25]([CH3:28])([CH3:27])[CH3:26])=[O:23])[CH3:2].C(=O)=O.N.[Li]. Given the product [C:25]([O:24][C:22]([NH:4][C@@:3]([CH2:1][CH3:2])([CH2:29][CH2:30][CH2:31][CH2:32][B:33]1[O:34][C:35]([CH3:41])([CH3:40])[C:36]([CH3:39])([CH3:38])[O:37]1)[C:8]([O:7][CH3:6])=[O:9])=[O:23])([CH3:28])([CH3:27])[CH3:26], predict the reactants needed to synthesize it.